Dataset: Full USPTO retrosynthesis dataset with 1.9M reactions from patents (1976-2016). Task: Predict the reactants needed to synthesize the given product. (1) Given the product [CH3:1][O:2][C:3]1[CH:31]=[C:30]([O:32][CH3:33])[CH:29]=[CH:28][C:4]=1[CH2:5][NH:6][C:7]1[CH:14]=[CH:13][C:10]([C:11]#[N:12])=[CH:9][C:8]=1[NH:15][C:16]1[N:21]=[C:20]([NH:47][C@H:39]2[C:38]3[C:43](=[C:44]([F:46])[CH:45]=[C:36]([F:35])[CH:37]=3)[O:42][CH2:41][CH2:40]2)[C:19]([N+:25]([O-:27])=[O:26])=[CH:18][N:17]=1, predict the reactants needed to synthesize it. The reactants are: [CH3:1][O:2][C:3]1[CH:31]=[C:30]([O:32][CH3:33])[CH:29]=[CH:28][C:4]=1[CH2:5][NH:6][C:7]1[CH:14]=[CH:13][C:10]([C:11]#[N:12])=[CH:9][C:8]=1[NH:15][C:16]1[N:21]=[C:20](SC#N)[C:19]([N+:25]([O-:27])=[O:26])=[CH:18][N:17]=1.Cl.[F:35][C:36]1[CH:37]=[C:38]2[C:43](=[C:44]([F:46])[CH:45]=1)[O:42][CH2:41][CH2:40][C@H:39]2[NH2:47].C(=O)([O-])[O-].[K+].[K+]. (2) Given the product [CH3:11][NH:12][CH2:7][C:6]1[CH:9]=[CH:10][C:3]([C:1]#[N:2])=[CH:4][CH:5]=1, predict the reactants needed to synthesize it. The reactants are: [C:1]([C:3]1[CH:10]=[CH:9][C:6]([CH:7]=O)=[CH:5][CH:4]=1)#[N:2].[CH3:11][NH2:12].S([O-])([O-])(=O)=O.[Mg+2].[BH4-].[Na+]. (3) Given the product [O:8]=[C:7]1[NH:1][CH2:2][CH2:3][CH2:4][N:5]([C:11]([O:13][C:14]([CH3:17])([CH3:16])[CH3:15])=[O:12])[CH2:6]1, predict the reactants needed to synthesize it. The reactants are: [NH2:1][CH2:2][CH2:3][CH2:4][N:5]([C:11]([O:13][C:14]([CH3:17])([CH3:16])[CH3:15])=[O:12])[CH2:6][C:7](OC)=[O:8].CO.[OH-].[Li+]. (4) Given the product [C:1]([C:5]1[N:6]=[C:7]([N:22]2[CH2:27][CH2:26][C:24]([CH3:28])([OH:25])[CH2:23]2)[C:8]2[N:13]=[N:12][N:11]([CH2:14][C:15]3[CH:20]=[CH:19][CH:18]=[CH:17][C:16]=3[Cl:21])[C:9]=2[N:10]=1)([CH3:2])([CH3:4])[CH3:3], predict the reactants needed to synthesize it. The reactants are: [C:1]([C:5]1[N:6]=[C:7]([N:22]2[CH2:27][CH2:26][O:25][CH2:24][CH2:23]2)[C:8]2[N:13]=[N:12][N:11]([CH2:14][C:15]3[CH:20]=[CH:19][CH:18]=[CH:17][C:16]=3[Cl:21])[C:9]=2[N:10]=1)([CH3:4])([CH3:3])[CH3:2].[C:28](C1N=C(Cl)C2N=NN(CC3C=CC=CC=3Cl)C=2N=1)(C)(C)C.Cl.CC1(O)CCNC1. (5) Given the product [CH3:18][N:17]([CH2:16][C@H:14]1[CH2:15][C@H:12]([O:11][C:12]2[CH:15]=[CH:3][C:2]([CH2:5][N:17]3[CH2:31][CH2:29][CH2:14][CH2:16]3)=[CH:1][CH:13]=2)[CH2:13]1)[C:19](=[O:20])[O:21][C:22]([CH3:25])([CH3:24])[CH3:23], predict the reactants needed to synthesize it. The reactants are: [CH3:1][C:2]([CH3:5])([O-])[CH3:3].[K+].CS([O:11][C@H:12]1[CH2:15][C@@H:14]([CH2:16][N:17]([C:19]([O:21][C:22]([CH3:25])([CH3:24])[CH3:23])=[O:20])[CH3:18])[CH2:13]1)(=O)=O.CCO[C:29]([CH3:31])=O. (6) Given the product [CH3:6][O:7][CH:8]([O:14][CH3:15])[C:9]1[Se:10][C:11]([CH:19]=[O:20])=[CH:12][CH:13]=1, predict the reactants needed to synthesize it. The reactants are: [Li+].CCC[CH2-].[CH3:6][O:7][CH:8]([O:14][CH3:15])[C:9]1[Se:10][CH:11]=[CH:12][CH:13]=1.CN([CH:19]=[O:20])C.C(OCC)(=O)C.